Dataset: Full USPTO retrosynthesis dataset with 1.9M reactions from patents (1976-2016). Task: Predict the reactants needed to synthesize the given product. (1) Given the product [NH2:40][C@H:36]1[CH2:37][CH2:38][CH2:39][N:34]([C:33]2[C:32]3[C:27](=[CH:28][CH:29]=[CH:30][CH:31]=3)[N:26]=[CH:25][C:24]=2[NH:23][C:21]([C:19]2[N:20]=[C:16]([C:10]3[C:11]([F:15])=[CH:12][CH:13]=[CH:14][C:9]=3[F:8])[S:17][CH:18]=2)=[O:22])[CH2:35]1, predict the reactants needed to synthesize it. The reactants are: C(O)(C(F)(F)F)=O.[F:8][C:9]1[CH:14]=[CH:13][CH:12]=[C:11]([F:15])[C:10]=1[C:16]1[S:17][CH:18]=[C:19]([C:21]([NH:23][C:24]2[CH:25]=[N:26][C:27]3[C:32]([C:33]=2[N:34]2[CH2:39][CH2:38][CH2:37][C@H:36]([NH:40]C(=O)OC(C)(C)C)[CH2:35]2)=[CH:31][CH:30]=[CH:29][CH:28]=3)=[O:22])[N:20]=1. (2) Given the product [Cl:34][C:27]1[CH:28]=[N+:29]([O-:33])[CH:30]=[C:31]([Cl:32])[C:26]=1[CH2:25][C@@H:24]([C:35]1[CH:40]=[CH:39][C:38]([O:41][CH:42]([F:43])[F:44])=[C:37]([O:45][CH2:46][CH:47]2[CH2:48][CH2:49]2)[CH:36]=1)[O:23][C:21](=[O:22])[C:20]([O:19][C:17](=[O:18])[C:16]1[CH:52]=[CH:53][C:13]([NH:8][S:9]([CH3:12])(=[O:11])=[O:10])=[C:14]([O:54][CH2:55][CH:56]2[CH2:58][CH2:57]2)[CH:15]=1)([CH3:50])[CH3:51], predict the reactants needed to synthesize it. The reactants are: C(OC([N:8]([C:13]1[CH:53]=[CH:52][C:16]([C:17]([O:19][C:20]([CH3:51])([CH3:50])[C:21]([O:23][C@H:24]([C:35]2[CH:40]=[CH:39][C:38]([O:41][CH:42]([F:44])[F:43])=[C:37]([O:45][CH2:46][CH:47]3[CH2:49][CH2:48]3)[CH:36]=2)[CH2:25][C:26]2[C:31]([Cl:32])=[CH:30][N+:29]([O-:33])=[CH:28][C:27]=2[Cl:34])=[O:22])=[O:18])=[CH:15][C:14]=1[O:54][CH2:55][CH:56]1[CH2:58][CH2:57]1)[S:9]([CH3:12])(=[O:11])=[O:10])=O)(C)(C)C.O1CCOCC1. (3) Given the product [CH:1]([C:4]1[CH:5]=[C:6]2[C:11](=[C:12]([C:14]3[CH:15]=[C:16]([CH2:20][CH:21]([C:24]4[CH:25]=[CH:26][C:27]([S:30]([CH3:33])(=[O:32])=[O:31])=[CH:28][CH:29]=4)[C:22]#[N:23])[CH:17]=[CH:18][CH:19]=3)[CH:13]=1)[N:10]=[CH:9][CH:8]=[CH:7]2)([CH3:3])[CH3:2], predict the reactants needed to synthesize it. The reactants are: [CH:1]([C:4]1[CH:5]=[C:6]2[C:11](=[C:12]([C:14]3[CH:15]=[C:16]([CH:20]=[C:21]([C:24]4[CH:29]=[CH:28][C:27]([S:30]([CH3:33])(=[O:32])=[O:31])=[CH:26][CH:25]=4)[C:22]#[N:23])[CH:17]=[CH:18][CH:19]=3)[CH:13]=1)[N:10]=[CH:9][CH:8]=[CH:7]2)([CH3:3])[CH3:2]. (4) The reactants are: [NH:1]1[C:5]2=[CH:6][N:7]=[C:8]([NH2:10])[CH:9]=[C:4]2[CH:3]=[CH:2]1.[F:11][C:12]1[CH:13]=[C:14]([CH:18]=[CH:19][C:20]=1[F:21])[C:15](Cl)=[O:16]. Given the product [F:11][C:12]1[CH:13]=[C:14]([CH:18]=[CH:19][C:20]=1[F:21])[C:15]([NH:10][C:8]1[CH:9]=[C:4]2[CH:3]=[CH:2][NH:1][C:5]2=[CH:6][N:7]=1)=[O:16], predict the reactants needed to synthesize it.